Dataset: Forward reaction prediction with 1.9M reactions from USPTO patents (1976-2016). Task: Predict the product of the given reaction. (1) Given the reactants [CH3:1][C:2]1[CH:31]=[CH:30][CH:29]=[C:28]([CH3:32])[C:3]=1[CH2:4][NH:5][C:6]1[CH:7]=[C:8]2[C:13](=[CH:14][C:15]=1[Cl:16])[N:12]=[C:11]([N:17]1[CH:21]=[C:20]([C:22]([O:24]CC)=[O:23])[CH:19]=[N:18]1)[NH:10][C:9]2=O.[CH3:33][NH:34][CH2:35][CH3:36], predict the reaction product. The product is: [CH3:1][C:2]1[CH:31]=[CH:30][CH:29]=[C:28]([CH3:32])[C:3]=1[CH2:4][NH:5][C:6]1[CH:7]=[C:8]2[C:13](=[CH:14][C:15]=1[Cl:16])[N:12]=[C:11]([N:17]1[CH:21]=[C:20]([C:22]([OH:24])=[O:23])[CH:19]=[N:18]1)[N:10]=[C:9]2[N:34]([CH2:35][CH3:36])[CH3:33]. (2) Given the reactants Cl[C:2]1[CH:3]=[CH:4][C:5]2[N:6]([C:8]([C:11]3[CH:16]=[CH:15][N:14]=[CH:13][CH:12]=3)=[CH:9][N:10]=2)[N:7]=1.[NH4+:17].[OH-], predict the reaction product. The product is: [N:14]1[CH:15]=[CH:16][C:11]([C:8]2[N:6]3[N:7]=[C:2]([NH2:17])[CH:3]=[CH:4][C:5]3=[N:10][CH:9]=2)=[CH:12][CH:13]=1. (3) Given the reactants [F:1][C:2]1[CH:9]=[CH:8][CH:7]=[CH:6][C:3]=1[CH2:4]Br.[C:10]([O:14][C:15]([NH:17][C@@:18]1([C:28]([OH:30])=[O:29])[CH2:23][C:22](=[O:24])[C@@H:21]2[C@H:19]1[C@H:20]2[C:25]([OH:27])=[O:26])=[O:16])([CH3:13])([CH3:12])[CH3:11].C(=O)([O-])[O-].[Cs+].[Cs+], predict the reaction product. The product is: [C:10]([O:14][C:15]([NH:17][C@@:18]1([C:28]([O:30][CH2:4][C:3]2[CH:6]=[CH:7][CH:8]=[CH:9][C:2]=2[F:1])=[O:29])[CH2:23][C:22](=[O:24])[C@@H:21]2[C@H:19]1[C@H:20]2[C:25]([O:27][CH2:4][C:3]1[CH:6]=[CH:7][CH:8]=[CH:9][C:2]=1[F:1])=[O:26])=[O:16])([CH3:13])([CH3:11])[CH3:12]. (4) Given the reactants [CH2:1]([O:3][C:4](=[O:17])[C@H:5]([CH2:7][C:8]1[C:16]2[C:11](=[CH:12][CH:13]=[CH:14][CH:15]=2)[NH:10][CH:9]=1)[NH2:6])C.[OH:18][C:19]1[CH:26]=[CH:25][C:22]([CH:23]=O)=[CH:21][CH:20]=1, predict the reaction product. The product is: [OH:18][C:19]1[CH:26]=[CH:25][C:22]([CH:23]2[C:9]3[NH:10][C:11]4[C:16]([C:8]=3[CH2:7][CH:5]([C:4]([O:3][CH3:1])=[O:17])[NH:6]2)=[CH:15][CH:14]=[CH:13][CH:12]=4)=[CH:21][CH:20]=1. (5) Given the reactants [Zn](C)C.[CH3:4][O:5][C:6](=[O:15])[C:7]1[C:12](Br)=[CH:11][CH:10]=[N:9][C:8]=1[Cl:14].[CH3:16]O, predict the reaction product. The product is: [CH3:4][O:5][C:6](=[O:15])[C:7]1[C:12]([CH3:16])=[CH:11][CH:10]=[N:9][C:8]=1[Cl:14]. (6) Given the reactants FC(F)(F)C(O)=O.[NH2:8][C@@H:9]1[CH2:13][C@@H:12]([CH:14]([CH3:16])[CH3:15])[N:11]([O:17][CH2:18][C:19]2[CH:24]=[CH:23][CH:22]=[CH:21][CH:20]=2)[C:10]1=[O:25].C(N(CC)CC)C.[F:33][C:34]([F:52])([F:51])[C:35]1[CH:40]=[CH:39][C:38]([C:41]2[CH:46]=[CH:45][C:44]([S:47](Cl)(=[O:49])=[O:48])=[CH:43][CH:42]=2)=[CH:37][CH:36]=1, predict the reaction product. The product is: [CH2:18]([O:17][N:11]1[C@H:12]([CH:14]([CH3:16])[CH3:15])[CH2:13][C@@H:9]([NH:8][S:47]([C:44]2[CH:43]=[CH:42][C:41]([C:38]3[CH:39]=[CH:40][C:35]([C:34]([F:33])([F:51])[F:52])=[CH:36][CH:37]=3)=[CH:46][CH:45]=2)(=[O:49])=[O:48])[C:10]1=[O:25])[C:19]1[CH:24]=[CH:23][CH:22]=[CH:21][CH:20]=1.